From a dataset of Full USPTO retrosynthesis dataset with 1.9M reactions from patents (1976-2016). Predict the reactants needed to synthesize the given product. (1) The reactants are: O=C[C@@H]([C@H]([C@@H]([C@@H](CO)O)O)O)O.C1C=[N+]([C@@H]2O[C@H](COP(OP(OC[C@H]3O[C@@H](N4C5N=CN=C(N)C=5N=C4)[C@H](OP(O)(O)=O)[C@@H]3O)(O)=O)(O)=O)[C@@H](O)[C@H]2O)C=C(C(N)=O)C=1.[Cl:61][CH2:62][C:63]([C:65]1[CH:70]=[CH:69][CH:68]=[C:67]([Cl:71])[CH:66]=1)=[O:64].[OH-].[Na+]. Given the product [Cl:61][CH2:62][CH:63]([C:65]1[CH:70]=[CH:69][CH:68]=[C:67]([Cl:71])[CH:66]=1)[OH:64], predict the reactants needed to synthesize it. (2) Given the product [C:26]([O:25][C:23]([N:20]1[CH2:21][CH2:22][CH:17]([N:13]2[CH2:14][CH2:15][CH2:16][N:11]([CH2:10][C:8]([OH:7])=[O:9])[C:12]2=[O:33])[CH2:18][CH2:19]1)=[O:24])(=[O:1])[C:27]1[CH:32]=[CH:31][CH:30]=[CH:29][CH:28]=1, predict the reactants needed to synthesize it. The reactants are: [OH-:1].[Na+].C([O:7][C:8]([CH2:10][N:11]1[CH2:16][CH2:15][CH2:14][N:13]([CH:17]2[CH2:22][CH2:21][N:20]([C:23]([O:25][CH2:26][C:27]3[CH:32]=[CH:31][CH:30]=[CH:29][CH:28]=3)=[O:24])[CH2:19][CH2:18]2)[C:12]1=[O:33])=[O:9])(C)(C)C. (3) The reactants are: [Si:1]([O:8][C@@H:9]1[C@H:13]([CH3:14])[NH:12][C:11](=[O:15])[CH2:10]1)([C:4]([CH3:7])([CH3:6])[CH3:5])([CH3:3])[CH3:2].Br[C:17]1[CH:24]=[CH:23][C:20]([C:21]#[N:22])=[C:19]([Cl:25])[C:18]=1[CH3:26].C(=O)([O-])[O-].[Cs+].[Cs+].C1(P(C2C=CC=CC=2)C2C3OC4C(=CC=CC=4P(C4C=CC=CC=4)C4C=CC=CC=4)C(C)(C)C=3C=CC=2)C=CC=CC=1. Given the product [Cl:25][C:19]1[C:18]([CH3:26])=[C:17]([N:12]2[C@@H:13]([CH3:14])[C@@H:9]([O:8][Si:1]([C:4]([CH3:7])([CH3:6])[CH3:5])([CH3:3])[CH3:2])[CH2:10][C:11]2=[O:15])[CH:24]=[CH:23][C:20]=1[C:21]#[N:22], predict the reactants needed to synthesize it. (4) Given the product [I:19][C:20]1[CH:25]=[CH:24][C:23]([CH:26]([NH:4][CH:1]2[CH2:3][CH2:2]2)[CH3:27])=[CH:22][CH:21]=1, predict the reactants needed to synthesize it. The reactants are: [CH:1]1([NH2:4])[CH2:3][CH2:2]1.C(O[BH-](OC(=O)C)OC(=O)C)(=O)C.[Na+].[I:19][C:20]1[CH:25]=[CH:24][C:23]([C:26](=O)[CH3:27])=[CH:22][CH:21]=1.C(=O)([O-])O.[Na+].